Predict the reactants needed to synthesize the given product. From a dataset of Full USPTO retrosynthesis dataset with 1.9M reactions from patents (1976-2016). (1) Given the product [C:1]([O:5][C:6]([C:8]1([C:18]([N:44]=[N+:45]=[N-:46])=[O:20])[CH2:17][CH2:16][C:15]2[C:10](=[CH:11][CH:12]=[CH:13][CH:14]=2)[CH2:9]1)=[O:7])([CH3:4])([CH3:3])[CH3:2], predict the reactants needed to synthesize it. The reactants are: [C:1]([O:5][C:6]([C:8]1([C:18]([OH:20])=O)[CH2:17][CH2:16][C:15]2[C:10](=[CH:11][CH:12]=[CH:13][CH:14]=2)[CH2:9]1)=[O:7])([CH3:4])([CH3:3])[CH3:2].CCN(CC)CC.P([N:44]=[N+:45]=[N-:46])(OC1C=CC=CC=1)(OC1C=CC=CC=1)=O. (2) Given the product [CH3:1][NH:2][C:3]1[S:4][C:8]([C:19]2[CH:20]=[N:21][CH:22]=[CH:23][CH:24]=2)=[C:9]([C:11]2[CH:12]=[CH:13][C:14]([O:17][CH3:18])=[CH:15][CH:16]=2)[N:5]=1, predict the reactants needed to synthesize it. The reactants are: [CH3:1][NH:2][C:3]([NH2:5])=[S:4].Br.Br[CH:8]([C:19]1[CH:20]=[N:21][CH:22]=[CH:23][CH:24]=1)[C:9]([C:11]1[CH:16]=[CH:15][C:14]([O:17][CH3:18])=[CH:13][CH:12]=1)=O.C(N(CC)CC)C. (3) Given the product [CH3:1][CH:2]([CH3:18])[CH2:3][NH:4][C:5]1[CH:10]=[C:9]([CH3:11])[N:8]2[N:12]=[N:13][N:14]=[C:7]2[C:6]=1[NH2:15], predict the reactants needed to synthesize it. The reactants are: [CH3:1][CH:2]([CH3:18])[CH2:3][NH:4][C:5]1[CH:10]=[C:9]([CH3:11])[N:8]2[N:12]=[N:13][N:14]=[C:7]2[C:6]=1[N+:15]([O-])=O.CO. (4) Given the product [F:50][C:49]([F:52])([F:51])[CH2:47][O:48][C:12]1[C:11]([C:20]([F:21])([F:23])[F:22])=[CH:10][C:9]2[NH:24][C:25](=[O:45])[CH2:26][C:27]([C:28]3[CH:33]=[CH:32][CH:31]=[C:30]([C:34]4[CH:39]=[CH:38][N:37]=[C:36]([C:40]([F:41])([F:42])[F:43])[CH:35]=4)[CH:29]=3)=[N:7][C:8]=2[CH:13]=1, predict the reactants needed to synthesize it. The reactants are: C(OC(=O)[NH:7][C:8]1[CH:13]=[C:12](OCC(F)(F)F)[C:11]([C:20]([F:23])([F:22])[F:21])=[CH:10][C:9]=1[NH:24][C:25](=[O:45])[CH2:26][C:27](=O)[C:28]1[CH:33]=[CH:32][CH:31]=[C:30]([C:34]2[CH:39]=[CH:38][N:37]=[C:36]([C:40]([F:43])([F:42])[F:41])[CH:35]=2)[CH:29]=1)(C)(C)C.[C:47](O)([C:49]([F:52])([F:51])[F:50])=[O:48]. (5) Given the product [CH2:26]([C:27]1[C:28](=[O:29])[C:30]2[C:35](=[CH:34][C:33]([O:37][CH3:38])=[C:32]([O:39][CH3:40])[C:31]=2[O:41][CH3:42])[O:36][CH:11]=1)[C:20]1[CH:19]=[CH:18][CH:23]=[CH:22][CH:21]=1, predict the reactants needed to synthesize it. The reactants are: P(Cl)(Cl)(Cl)(Cl)Cl.B(F)(F)F.[CH3:11]COCC.CO[C:18]1[CH:19]=[C:20]([CH2:26][CH2:27][C:28]([C:30]2[C:35]([OH:36])=[CH:34][C:33]([O:37][CH3:38])=[C:32]([O:39][CH3:40])[C:31]=2[O:41][CH3:42])=[O:29])[CH:21]=[CH:22][C:23]=1OC.Cl.